This data is from Merck oncology drug combination screen with 23,052 pairs across 39 cell lines. The task is: Regression. Given two drug SMILES strings and cell line genomic features, predict the synergy score measuring deviation from expected non-interaction effect. (1) Drug 1: O=c1[nH]cc(F)c(=O)[nH]1. Drug 2: C#Cc1cccc(Nc2ncnc3cc(OCCOC)c(OCCOC)cc23)c1. Cell line: A427. Synergy scores: synergy=18.4. (2) Drug 1: CCN(CC)CCNC(=O)c1c(C)[nH]c(C=C2C(=O)Nc3ccc(F)cc32)c1C. Drug 2: NC(=O)c1cccc2cn(-c3ccc(C4CCCNC4)cc3)nc12. Cell line: VCAP. Synergy scores: synergy=7.67. (3) Drug 1: O=S1(=O)NC2(CN1CC(F)(F)F)C1CCC2Cc2cc(C=CCN3CCC(C(F)(F)F)CC3)ccc2C1. Drug 2: O=C(CCCCCCC(=O)Nc1ccccc1)NO. Synergy scores: synergy=19.9. Cell line: LNCAP. (4) Drug 1: O=S1(=O)NC2(CN1CC(F)(F)F)C1CCC2Cc2cc(C=CCN3CCC(C(F)(F)F)CC3)ccc2C1. Drug 2: CC1CC2C3CCC4=CC(=O)C=CC4(C)C3(F)C(O)CC2(C)C1(O)C(=O)CO. Cell line: SKOV3. Synergy scores: synergy=20.0. (5) Synergy scores: synergy=14.8. Cell line: NCIH520. Drug 2: COC1CC2CCC(C)C(O)(O2)C(=O)C(=O)N2CCCCC2C(=O)OC(C(C)CC2CCC(OP(C)(C)=O)C(OC)C2)CC(=O)C(C)C=C(C)C(O)C(OC)C(=O)C(C)CC(C)C=CC=CC=C1C. Drug 1: CCC1=CC2CN(C1)Cc1c([nH]c3ccccc13)C(C(=O)OC)(c1cc3c(cc1OC)N(C)C1C(O)(C(=O)OC)C(OC(C)=O)C4(CC)C=CCN5CCC31C54)C2. (6) Drug 1: CC(C)CC(NC(=O)C(Cc1ccccc1)NC(=O)c1cnccn1)B(O)O. Drug 2: NC1CCCCC1N.O=C(O)C(=O)O.[Pt+2]. Cell line: NCIH2122. Synergy scores: synergy=3.80.